Dataset: Reaction yield outcomes from USPTO patents with 853,638 reactions. Task: Predict the reaction yield, written as a fraction of the theoretical maximum amount of product (1.0 means a 100% yield; for example, 0.34 means a 34% yield). (1) The reactants are [Br:1][C:2]1[CH:7]=[CH:6][CH:5]=[C:4]([F:8])[C:3]=1[OH:9].CN(C=O)C.N1C=CN=C1.[C:20]([Si:24](Cl)([CH3:26])[CH3:25])([CH3:23])([CH3:22])[CH3:21]. The catalyst is O. The product is [Br:1][C:2]1[CH:7]=[CH:6][CH:5]=[C:4]([F:8])[C:3]=1[O:9][Si:24]([C:20]([CH3:23])([CH3:22])[CH3:21])([CH3:26])[CH3:25]. The yield is 0.820. (2) The reactants are [CH3:1][O:2][C:3]1[N:8]=[CH:7][C:6]([C:9]2[N:13]([C:14]3[CH:19]=[CH:18][CH:17]=[CH:16][N:15]=3)[N:12]=[C:11]([C:20]([O:22]C)=[O:21])[CH:10]=2)=[CH:5][CH:4]=1.O.[OH-].[Li+]. No catalyst specified. The product is [CH3:1][O:2][C:3]1[N:8]=[CH:7][C:6]([C:9]2[N:13]([C:14]3[CH:19]=[CH:18][CH:17]=[CH:16][N:15]=3)[N:12]=[C:11]([C:20]([OH:22])=[O:21])[CH:10]=2)=[CH:5][CH:4]=1. The yield is 0.290.